Task: Regression. Given two drug SMILES strings and cell line genomic features, predict the synergy score measuring deviation from expected non-interaction effect.. Dataset: NCI-60 drug combinations with 297,098 pairs across 59 cell lines (1) Drug 1: CC1=C(C=C(C=C1)NC(=O)C2=CC=C(C=C2)CN3CCN(CC3)C)NC4=NC=CC(=N4)C5=CN=CC=C5. Drug 2: COCCOC1=C(C=C2C(=C1)C(=NC=N2)NC3=CC=CC(=C3)C#C)OCCOC.Cl. Cell line: MALME-3M. Synergy scores: CSS=5.14, Synergy_ZIP=-0.533, Synergy_Bliss=0.943, Synergy_Loewe=-1.36, Synergy_HSA=-0.159. (2) Drug 1: C1=CC(=CC=C1C#N)C(C2=CC=C(C=C2)C#N)N3C=NC=N3. Drug 2: C1=CN(C=N1)CC(O)(P(=O)(O)O)P(=O)(O)O. Cell line: UO-31. Synergy scores: CSS=-2.50, Synergy_ZIP=0.745, Synergy_Bliss=-1.47, Synergy_Loewe=-3.85, Synergy_HSA=-3.62. (3) Drug 1: C1CCC(C1)C(CC#N)N2C=C(C=N2)C3=C4C=CNC4=NC=N3. Drug 2: C1=CC(=CC=C1CCC2=CNC3=C2C(=O)NC(=N3)N)C(=O)NC(CCC(=O)O)C(=O)O. Cell line: CCRF-CEM. Synergy scores: CSS=35.2, Synergy_ZIP=-1.85, Synergy_Bliss=-7.29, Synergy_Loewe=-40.1, Synergy_HSA=-8.02.